From a dataset of Forward reaction prediction with 1.9M reactions from USPTO patents (1976-2016). Predict the product of the given reaction. (1) Given the reactants [CH2:1]([O:8][C:9](=[O:35])[C@H:10]([CH3:34])[CH2:11][C@H:12]([NH:26]C(OC(C)(C)C)=O)[CH2:13][C:14]1[CH:19]=[CH:18][C:17]([C:20]2[CH:25]=[CH:24][CH:23]=[CH:22][CH:21]=2)=[CH:16][CH:15]=1)[C:2]1[CH:7]=[CH:6][CH:5]=[CH:4][CH:3]=1.[ClH:36], predict the reaction product. The product is: [ClH:36].[CH2:1]([O:8][C:9](=[O:35])[C@H:10]([CH3:34])[CH2:11][C@H:12]([NH2:26])[CH2:13][C:14]1[CH:15]=[CH:16][C:17]([C:20]2[CH:21]=[CH:22][CH:23]=[CH:24][CH:25]=2)=[CH:18][CH:19]=1)[C:2]1[CH:3]=[CH:4][CH:5]=[CH:6][CH:7]=1. (2) Given the reactants [OH:1][C:2]1[CH:7]=[CH:6][C:5]([C:8](=[O:10])[CH3:9])=[C:4]([C:11]([F:14])([F:13])[F:12])[CH:3]=1.CCN(CC)CC.[CH3:22][S:23](Cl)(=[O:25])=[O:24], predict the reaction product. The product is: [C:8]([C:5]1[CH:6]=[CH:7][C:2]([O:1][S:23]([CH3:22])(=[O:25])=[O:24])=[CH:3][C:4]=1[C:11]([F:12])([F:13])[F:14])(=[O:10])[CH3:9]. (3) Given the reactants I[C:2]1[S:9][C:8]2[CH:7]=[C:6]([CH:10]=[O:11])[S:5][C:4]=2[CH:3]=1.[C:12]1([N:18]([C:28]2[CH:33]=[CH:32][CH:31]=[CH:30][CH:29]=2)[C:19]2[CH:24]=[CH:23][C:22](B(O)O)=[CH:21][CH:20]=2)[CH:17]=[CH:16][CH:15]=[CH:14][CH:13]=1.O.O.O.O.O.O.O.O.O.O.O.O.P([O-])([O-])([O-])=O.[Na+].[Na+].[Na+], predict the reaction product. The product is: [C:28]1([N:18]([C:12]2[CH:13]=[CH:14][CH:15]=[CH:16][CH:17]=2)[C:19]2[CH:24]=[CH:23][C:22]([C:2]3[S:9][C:8]4[CH:7]=[C:6]([CH:10]=[O:11])[S:5][C:4]=4[CH:3]=3)=[CH:21][CH:20]=2)[CH:29]=[CH:30][CH:31]=[CH:32][CH:33]=1.